This data is from NCI-60 drug combinations with 297,098 pairs across 59 cell lines. The task is: Regression. Given two drug SMILES strings and cell line genomic features, predict the synergy score measuring deviation from expected non-interaction effect. Cell line: OVCAR-8. Drug 1: C1=NC2=C(N=C(N=C2N1C3C(C(C(O3)CO)O)O)F)N. Drug 2: CC1=C(C(CCC1)(C)C)C=CC(=CC=CC(=CC(=O)O)C)C. Synergy scores: CSS=56.7, Synergy_ZIP=-2.34, Synergy_Bliss=-4.03, Synergy_Loewe=-5.51, Synergy_HSA=-1.67.